From a dataset of Peptide-MHC class II binding affinity with 134,281 pairs from IEDB. Regression. Given a peptide amino acid sequence and an MHC pseudo amino acid sequence, predict their binding affinity value. This is MHC class II binding data. (1) The peptide sequence is QKRGIVKENIIDLTKI. The MHC is HLA-DQA10101-DQB10501 with pseudo-sequence HLA-DQA10101-DQB10501. The binding affinity (normalized) is 0.257. (2) The peptide sequence is YDKFLANVSTVLTGC. The MHC is DRB1_0401 with pseudo-sequence DRB1_0401. The binding affinity (normalized) is 0.554. (3) The binding affinity (normalized) is 0.284. The peptide sequence is ALHIIAGTPEVHAVK. The MHC is HLA-DQA10104-DQB10503 with pseudo-sequence HLA-DQA10104-DQB10503.